This data is from Full USPTO retrosynthesis dataset with 1.9M reactions from patents (1976-2016). The task is: Predict the reactants needed to synthesize the given product. (1) Given the product [C:1]1([O:7][C:8](=[O:18])[NH:9][C:10]2[C:14]([Cl:26])=[C:13]([CH:15]3[CH2:17][CH2:16]3)[O:12][N:11]=2)[CH:2]=[CH:3][CH:4]=[CH:5][CH:6]=1, predict the reactants needed to synthesize it. The reactants are: [C:1]1([O:7][C:8](=[O:18])[NH:9][C:10]2[CH:14]=[C:13]([CH:15]3[CH2:17][CH2:16]3)[O:12][N:11]=2)[CH:6]=[CH:5][CH:4]=[CH:3][CH:2]=1.C1C(=O)N([Cl:26])C(=O)C1. (2) Given the product [Cl:14][C:12]1[CH:11]=[CH:10][C:9]([O:15][CH3:16])=[C:8]([C:6]2[N:22]=[C:19]([CH3:20])[S:21][C:5]=2[C:4]([O:3][CH2:1][CH3:2])=[O:18])[CH:13]=1, predict the reactants needed to synthesize it. The reactants are: [CH2:1]([O:3][C:4](=[O:18])[CH:5](Br)[C:6]([C:8]1[CH:13]=[C:12]([Cl:14])[CH:11]=[CH:10][C:9]=1[O:15][CH3:16])=O)[CH3:2].[C:19]([NH2:22])(=[S:21])[CH3:20]. (3) Given the product [C:21]([OH:28])(=[O:27])[CH2:22][CH2:23][C:24]([OH:26])=[O:25].[Cl:1][C:2]1[CH:12]=[CH:11][C:5]2[CH2:6][CH2:7][NH:8][CH2:9][CH2:10][C:4]=2[C:3]=1[CH2:13][S:14][C:15]1[S:16][CH:17]=[C:18]([CH3:20])[N:19]=1, predict the reactants needed to synthesize it. The reactants are: [Cl:1][C:2]1[CH:12]=[CH:11][C:5]2[CH2:6][CH2:7][NH:8][CH2:9][CH2:10][C:4]=2[C:3]=1[CH2:13][S:14][C:15]1[S:16][CH:17]=[C:18]([CH3:20])[N:19]=1.[C:21]([OH:28])(=[O:27])[CH2:22][CH2:23][C:24]([OH:26])=[O:25]. (4) Given the product [CH2:4]([O:3][C:1](=[O:2])[NH:11][C@H:12]([C:17]([NH:56][NH:55][CH2:48][C:49]1[CH:54]=[CH:53][CH:52]=[CH:51][CH:50]=1)=[O:19])[C:13]([CH3:14])([CH3:15])[CH3:16])[C:5]1[CH:6]=[CH:7][CH:8]=[CH:9][CH:10]=1, predict the reactants needed to synthesize it. The reactants are: [C:1]([NH:11][C@H:12]([C:17]([OH:19])=O)[C:13]([CH3:16])([CH3:15])[CH3:14])([O:3][CH2:4][C:5]1[CH:10]=[CH:9][CH:8]=[CH:7][CH:6]=1)=[O:2].CCN=C=NCCCN(C)C.C1C=CC2N(O)N=NC=2C=1.CN1CCOCC1.[CH2:48]([NH:55][NH2:56])[C:49]1[CH:54]=[CH:53][CH:52]=[CH:51][CH:50]=1.CCN(CC)CC.